From a dataset of NCI-60 drug combinations with 297,098 pairs across 59 cell lines. Regression. Given two drug SMILES strings and cell line genomic features, predict the synergy score measuring deviation from expected non-interaction effect. (1) Drug 1: CC(C)(C#N)C1=CC(=CC(=C1)CN2C=NC=N2)C(C)(C)C#N. Drug 2: CCC1(C2=C(COC1=O)C(=O)N3CC4=CC5=C(C=CC(=C5CN(C)C)O)N=C4C3=C2)O.Cl. Cell line: NCI-H460. Synergy scores: CSS=28.0, Synergy_ZIP=5.07, Synergy_Bliss=5.83, Synergy_Loewe=-25.3, Synergy_HSA=-0.124. (2) Drug 1: CC1OCC2C(O1)C(C(C(O2)OC3C4COC(=O)C4C(C5=CC6=C(C=C35)OCO6)C7=CC(=C(C(=C7)OC)O)OC)O)O. Drug 2: CC1=C2C(C(=O)C3(C(CC4C(C3C(C(C2(C)C)(CC1OC(=O)C(C(C5=CC=CC=C5)NC(=O)C6=CC=CC=C6)O)O)OC(=O)C7=CC=CC=C7)(CO4)OC(=O)C)O)C)OC(=O)C. Cell line: OVCAR-4. Synergy scores: CSS=16.6, Synergy_ZIP=-11.2, Synergy_Bliss=-8.71, Synergy_Loewe=-6.33, Synergy_HSA=-6.25. (3) Drug 1: C1=CC(=C2C(=C1NCCNCCO)C(=O)C3=C(C=CC(=C3C2=O)O)O)NCCNCCO. Drug 2: C(CCl)NC(=O)N(CCCl)N=O. Cell line: NCI-H460. Synergy scores: CSS=19.8, Synergy_ZIP=-11.2, Synergy_Bliss=-19.4, Synergy_Loewe=-48.1, Synergy_HSA=-16.6. (4) Drug 1: C(=O)(N)NO. Drug 2: C(CC(=O)O)C(=O)CN.Cl. Cell line: A498. Synergy scores: CSS=7.71, Synergy_ZIP=-1.33, Synergy_Bliss=0.600, Synergy_Loewe=2.71, Synergy_HSA=2.30. (5) Drug 1: C1=CC(=C2C(=C1NCCNCCO)C(=O)C3=C(C=CC(=C3C2=O)O)O)NCCNCCO. Drug 2: CC1CCC2CC(C(=CC=CC=CC(CC(C(=O)C(C(C(=CC(C(=O)CC(OC(=O)C3CCCCN3C(=O)C(=O)C1(O2)O)C(C)CC4CCC(C(C4)OC)OCCO)C)C)O)OC)C)C)C)OC. Cell line: SNB-19. Synergy scores: CSS=52.1, Synergy_ZIP=-0.657, Synergy_Bliss=-2.03, Synergy_Loewe=2.97, Synergy_HSA=6.06. (6) Drug 1: CS(=O)(=O)OCCCCOS(=O)(=O)C. Drug 2: C1CN(P(=O)(OC1)NCCCl)CCCl. Cell line: MALME-3M. Synergy scores: CSS=-5.06, Synergy_ZIP=7.93, Synergy_Bliss=8.85, Synergy_Loewe=1.01, Synergy_HSA=-1.22. (7) Drug 1: CC1=C(C=C(C=C1)NC2=NC=CC(=N2)N(C)C3=CC4=NN(C(=C4C=C3)C)C)S(=O)(=O)N.Cl. Drug 2: B(C(CC(C)C)NC(=O)C(CC1=CC=CC=C1)NC(=O)C2=NC=CN=C2)(O)O. Cell line: UACC-257. Synergy scores: CSS=-2.32, Synergy_ZIP=0.585, Synergy_Bliss=-1.57, Synergy_Loewe=-2.31, Synergy_HSA=-2.95.